From a dataset of NCI-60 drug combinations with 297,098 pairs across 59 cell lines. Regression. Given two drug SMILES strings and cell line genomic features, predict the synergy score measuring deviation from expected non-interaction effect. Drug 1: C1=CC(=CC=C1CCC2=CNC3=C2C(=O)NC(=N3)N)C(=O)NC(CCC(=O)O)C(=O)O. Drug 2: CC1=C(C(=CC=C1)Cl)NC(=O)C2=CN=C(S2)NC3=CC(=NC(=N3)C)N4CCN(CC4)CCO. Cell line: BT-549. Synergy scores: CSS=33.6, Synergy_ZIP=-6.84, Synergy_Bliss=0.167, Synergy_Loewe=0.542, Synergy_HSA=0.840.